Dataset: Peptide-MHC class I binding affinity with 185,985 pairs from IEDB/IMGT. Task: Regression. Given a peptide amino acid sequence and an MHC pseudo amino acid sequence, predict their binding affinity value. This is MHC class I binding data. The peptide sequence is HQFTSNPEV. The MHC is HLA-B40:01 with pseudo-sequence HLA-B40:01. The binding affinity (normalized) is 0.442.